This data is from Full USPTO retrosynthesis dataset with 1.9M reactions from patents (1976-2016). The task is: Predict the reactants needed to synthesize the given product. The reactants are: [CH3:1][C:2]1[CH:7]=[C:6]([CH3:8])[N:5]=[C:4]2[S:9][N:10]=[C:11]([O:12][CH2:13][C:14]([O:16]C)=[O:15])[C:3]=12. Given the product [CH3:1][C:2]1[CH:7]=[C:6]([CH3:8])[N:5]=[C:4]2[S:9][N:10]=[C:11]([O:12][CH2:13][C:14]([OH:16])=[O:15])[C:3]=12, predict the reactants needed to synthesize it.